Dataset: Catalyst prediction with 721,799 reactions and 888 catalyst types from USPTO. Task: Predict which catalyst facilitates the given reaction. Reactant: [CH2:1]([N:8]1[CH2:13][CH2:12][CH:11]([CH2:14][O:15][C:16]2[C:28](Cl)=[CH:27][C:19]([C:20]([O:22][C:23]([CH3:26])([CH3:25])[CH3:24])=[O:21])=[C:18]([F:30])[CH:17]=2)[CH2:10][CH2:9]1)[C:2]1[CH:7]=[CH:6][CH:5]=[CH:4][CH:3]=1.[CH:31]1(B(O)O)[CH2:33][CH2:32]1.P([O-])([O-])([O-])=O.[K+].[K+].[K+].F[B-](F)(F)F.C1(P(C2CCCCC2)C2CCCCC2)CCCCC1. Product: [CH2:1]([N:8]1[CH2:13][CH2:12][CH:11]([CH2:14][O:15][C:16]2[C:28]([CH:31]3[CH2:33][CH2:32]3)=[CH:27][C:19]([C:20]([O:22][C:23]([CH3:26])([CH3:25])[CH3:24])=[O:21])=[C:18]([F:30])[CH:17]=2)[CH2:10][CH2:9]1)[C:2]1[CH:7]=[CH:6][CH:5]=[CH:4][CH:3]=1. The catalyst class is: 498.